This data is from Forward reaction prediction with 1.9M reactions from USPTO patents (1976-2016). The task is: Predict the product of the given reaction. (1) The product is: [Cl:70][C:66]1[CH:65]=[C:64]([CH:69]=[CH:68][CH:67]=1)[CH2:63][NH:62][C:60]([C:59]1[CH:71]=[CH:72][C:73]([CH3:74])=[C:57]([NH:56][C:14]([C:8]2[C:9](=[O:13])[NH:10][C:11]3[C:6]([CH:7]=2)=[CH:5][C:4]([O:17][CH2:18][CH2:19][O:20][CH2:21][CH2:22][O:23][CH3:24])=[C:3]([O:2][CH3:1])[CH:12]=3)=[O:16])[CH:58]=1)=[O:61]. Given the reactants [CH3:1][O:2][C:3]1[CH:12]=[C:11]2[C:6]([CH:7]=[C:8]([C:14]([OH:16])=O)[C:9](=[O:13])[NH:10]2)=[CH:5][C:4]=1[O:17][CH2:18][CH2:19][O:20][CH2:21][CH2:22][O:23][CH3:24].CN(C(ON1N=NC2C=CC=NC1=2)=[N+](C)C)C.F[P-](F)(F)(F)(F)F.CN1CCOCC1.[NH2:56][C:57]1[CH:58]=[C:59]([CH:71]=[CH:72][C:73]=1[CH3:74])[C:60]([NH:62][CH2:63][C:64]1[CH:69]=[CH:68][CH:67]=[C:66]([Cl:70])[CH:65]=1)=[O:61], predict the reaction product. (2) Given the reactants [Sn](Cl)Cl.[Br:4][C:5]1[CH:11]=[CH:10][CH:9]=[C:8]([N+:12]([O-])=O)[C:6]=1[NH2:7].[OH-].[Na+], predict the reaction product. The product is: [NH2:12][C:8]1[CH:9]=[CH:10][CH:11]=[C:5]([Br:4])[C:6]=1[NH2:7]. (3) Given the reactants Cl[C:2]1[C:3]([NH2:8])=[N:4][CH:5]=[CH:6][N:7]=1.[CH3:9][S-:10].[Na+], predict the reaction product. The product is: [CH3:9][S:10][C:2]1[C:3]([NH2:8])=[N:4][CH:5]=[CH:6][N:7]=1. (4) Given the reactants ClCCl.[CH3:4][O:5][C:6]1[CH:26]=[CH:25][C:9]([CH2:10][N:11]2[C:19]3[C:14](=[CH:15][C:16](Br)=[CH:17][C:18]=3[C:20]([O:22][CH3:23])=[O:21])[CH:13]=[N:12]2)=[CH:8][CH:7]=1.[CH3:27][C:28]1([CH3:44])[C:32]([CH3:34])([CH3:33])[O:31][B:30]([B:30]2[O:31][C:32]([CH3:34])([CH3:33])[C:28]([CH3:44])([CH3:27])[O:29]2)[O:29]1.C([O-])(=O)C.[K+], predict the reaction product. The product is: [CH3:4][O:5][C:6]1[CH:7]=[CH:8][C:9]([CH2:10][N:11]2[CH:19]=[C:14]3[C:13]([C:18]([C:20]([O:22][CH3:23])=[O:21])=[CH:17][C:16]([B:30]4[O:31][C:32]([CH3:34])([CH3:33])[C:28]([CH3:44])([CH3:27])[O:29]4)=[CH:15]3)=[N:12]2)=[CH:25][CH:26]=1. (5) The product is: [Cl:1][C:2]1[CH:3]=[CH:4][C:5]([S:9][CH2:10][C:11]2[N:12]=[CH:13][N:14]([CH2:16][CH2:17][CH3:18])[CH:15]=2)=[C:6]([NH:7][S:28]([C:20]2[O:19][C:23]3[CH:24]=[CH:25][CH:26]=[CH:27][C:22]=3[CH:21]=2)(=[O:29])=[O:30])[CH:8]=1. Given the reactants [Cl:1][C:2]1[CH:3]=[CH:4][C:5]([S:9][CH2:10][C:11]2[N:12]=[CH:13][N:14]([CH2:16][CH2:17][CH3:18])[CH:15]=2)=[C:6]([CH:8]=1)[NH2:7].[O:19]1[C:23]2[CH:24]=[CH:25][CH:26]=[CH:27][C:22]=2[CH:21]=[C:20]1[S:28](Cl)(=[O:30])=[O:29], predict the reaction product. (6) Given the reactants [CH2:1]1[C:10]2[C:5](=[CH:6][CH:7]=[CH:8][CH:9]=2)[CH2:4][CH2:3][N:2]1[C:11](=[O:23])[C:12]([NH:15]C(=O)OC(C)(C)C)([CH3:14])[CH3:13], predict the reaction product. The product is: [NH2:15][C:12]([CH3:14])([CH3:13])[C:11]([N:2]1[CH2:3][CH2:4][C:5]2[C:10](=[CH:9][CH:8]=[CH:7][CH:6]=2)[CH2:1]1)=[O:23]. (7) Given the reactants Br[CH2:2][C:3]([O:5][CH2:6][CH3:7])=[O:4].[C:8]([C:11]1[CH:29]=[CH:28][C:14]2[O:15][CH2:16][C:17](=[O:27])[N:18](CCCC(OCC)=O)[C:13]=2[CH:12]=1)(=[O:10])[CH3:9], predict the reaction product. The product is: [C:8]([C:11]1[CH:29]=[CH:28][C:14]2[O:15][CH2:16][C:17](=[O:27])[N:18]([CH2:2][C:3]([O:5][CH2:6][CH3:7])=[O:4])[C:13]=2[CH:12]=1)(=[O:10])[CH3:9]. (8) Given the reactants Cl[C:2]1[N:3]=[C:4]([N:15]2[CH2:20][CH2:19][O:18][CH2:17][CH2:16]2)[C:5]2[S:10][C:9]([C:11]([NH2:14])([CH3:13])[CH3:12])=[CH:8][C:6]=2[N:7]=1.B(O)(O)[C:22]1[CH:27]=[N:26][CH:25]=[N:24][CH:23]=1, predict the reaction product. The product is: [O:18]1[CH2:19][CH2:20][N:15]([C:4]2[C:5]3[S:10][C:9]([C:11]([NH2:14])([CH3:13])[CH3:12])=[CH:8][C:6]=3[N:7]=[C:2]([C:22]3[CH:23]=[N:24][CH:25]=[N:26][CH:27]=3)[N:3]=2)[CH2:16][CH2:17]1. (9) Given the reactants [CH3:1][CH2:2][C@@H:3]([C:51]([OH:53])=[O:52])[C@@H:4]1[O:9][C@@H:8]([C@H:10]([C@H:12]([OH:49])[C@@H:13]([C:15]([C@@H:17]([C@H:20]2[O:25][C@@:24]3([O:30][C@:29]4([O:34][C@@:33]([C@@H:36]5[O:41][C@@H:40]([CH3:42])[C@@:39]([OH:45])([CH2:43][CH3:44])[CH2:38][CH2:37]5)([CH3:35])[CH2:32][CH2:31]4)[C@H:28]([OH:46])[CH:27]=[CH:26]3)[C@H:23]([CH3:47])[CH2:22][C@@H:21]2[CH3:48])[CH2:18][CH3:19])=[O:16])[CH3:14])[CH3:11])[C@@H:7]([CH3:50])[CH2:6][CH2:5]1.[Na+].[CH:55]1[CH:60]=[CH:59][C:58]([CH2:61]Br)=[CH:57][CH:56]=1.C([O-])(O)=O.[Na+].CN(C=O)C, predict the reaction product. The product is: [CH3:1][CH2:2][C@@H:3]([C:51]([O:53][CH2:61][C:58]1[CH:59]=[CH:60][CH:55]=[CH:56][CH:57]=1)=[O:52])[C@@H:4]1[O:9][C@@H:8]([C@H:10]([C@H:12]([OH:49])[C@@H:13]([C:15]([C@@H:17]([C@H:20]2[O:25][C@@:24]3([O:30][C@:29]4([O:34][C@@:33]([C@@H:36]5[O:41][C@@H:40]([CH3:42])[C@@:39]([OH:45])([CH2:43][CH3:44])[CH2:38][CH2:37]5)([CH3:35])[CH2:32][CH2:31]4)[C@H:28]([OH:46])[CH:27]=[CH:26]3)[C@H:23]([CH3:47])[CH2:22][C@@H:21]2[CH3:48])[CH2:18][CH3:19])=[O:16])[CH3:14])[CH3:11])[C@@H:7]([CH3:50])[CH2:6][CH2:5]1.